The task is: Predict the reaction yield, written as a fraction of the theoretical maximum amount of product (1.0 means a 100% yield; for example, 0.34 means a 34% yield).. This data is from Reaction yield outcomes from USPTO patents with 853,638 reactions. (1) No catalyst specified. The product is [CH3:12][O:11][C:6]1[N:7]=[CH:8][CH:9]=[C:10]2[C:2]([B:23]3[O:27][C:26]([CH3:29])([CH3:28])[C:25]([CH3:31])([CH3:30])[O:24]3)=[CH:3][N:4]([CH3:13])[C:5]=12. The reactants are I[C:2]1[C:10]2[C:5](=[C:6]([O:11][CH3:12])[N:7]=[CH:8][CH:9]=2)[N:4]([CH3:13])[CH:3]=1.C([Li])CCC.C(O[B:23]1[O:27][C:26]([CH3:29])([CH3:28])[C:25]([CH3:31])([CH3:30])[O:24]1)(C)C. The yield is 0.700. (2) The reactants are [C:1]1([CH2:9][NH2:10])[CH:6]=[CH:5][CH:4]=[C:3]([CH2:7][NH2:8])[CH:2]=1.[CH3:11][C:12]([O:15][C:16](O[C:16]([O:15][C:12]([CH3:14])([CH3:13])[CH3:11])=[O:17])=[O:17])([CH3:14])[CH3:13]. The catalyst is CO. The product is [C:12]([O:15][C:16](=[O:17])[NH:8][CH2:7][C:3]1[CH:4]=[CH:5][CH:6]=[C:1]([CH2:9][NH2:10])[CH:2]=1)([CH3:14])([CH3:13])[CH3:11]. The yield is 0.670. (3) The reactants are [CH3:1][O:2][C:3]([C:5]1([C:11]#[N:12])[CH2:7][CH:6]1[CH:8]([CH3:10])[CH3:9])=[O:4].[BH4-].[Na+].[C:15]([O:19][C:20](O[C:20]([O:19][C:15]([CH3:18])([CH3:17])[CH3:16])=[O:21])=[O:21])([CH3:18])([CH3:17])[CH3:16]. The catalyst is CO.ClCCl. The product is [CH3:1][O:2][C:3]([C:5]1([CH2:11][NH:12][C:20]([O:19][C:15]([CH3:18])([CH3:17])[CH3:16])=[O:21])[CH2:7][CH:6]1[CH:8]([CH3:9])[CH3:10])=[O:4]. The yield is 0.880. (4) The reactants are [F:1][C:2]1[C:3]([CH3:9])=[C:4]([CH:6]=[CH:7][CH:8]=1)[NH2:5].[BrH:10].[OH-].[Na+].C(=O)(O)[O-].[Na+]. The yield is 0.570. The catalyst is C(O)(=O)C.CCCCCC.C(OCC)(=O)C.CS(C)=O. The product is [Br:10][C:8]1[CH:7]=[CH:6][C:4]([NH2:5])=[C:3]([CH3:9])[C:2]=1[F:1]. (5) The reactants are C[Si]([N-][Si](C)(C)C)(C)C.[Li+].F[C:12]1[C:13]([C:18]2[NH:27][C:26](=[O:28])[C:25]3[C:20](=[CH:21][C:22]([O:31][CH3:32])=[CH:23][C:24]=3[O:29][CH3:30])[N:19]=2)=[N:14][CH:15]=[CH:16][CH:17]=1.[CH3:33][N:34]1[CH2:38][CH2:37][CH:36]([CH2:39][NH2:40])[CH2:35]1. The catalyst is C1COCC1.[NH4+].[Cl-]. The product is [CH3:30][O:29][C:24]1[CH:23]=[C:22]([O:31][CH3:32])[CH:21]=[C:20]2[C:25]=1[C:26](=[O:28])[NH:27][C:18]([C:13]1[C:12]([NH:40][CH2:39][CH:36]3[CH2:37][CH2:38][N:34]([CH3:33])[CH2:35]3)=[CH:17][CH:16]=[CH:15][N:14]=1)=[N:19]2. The yield is 0.290.